This data is from Reaction yield outcomes from USPTO patents with 853,638 reactions. The task is: Predict the reaction yield, written as a fraction of the theoretical maximum amount of product (1.0 means a 100% yield; for example, 0.34 means a 34% yield). (1) The reactants are C([O-])([O-])=O.[Cs+].[Cs+].[NH2:7][S:8]([CH2:11][CH2:12][CH2:13][C:14]([OH:16])=[O:15])(=[O:10])=[O:9].[CH2:17](Br)[C:18]1[CH:23]=[CH:22][CH:21]=[CH:20][CH:19]=1. The catalyst is CN(C=O)C.C(Cl)Cl. The product is [NH2:7][S:8]([CH2:11][CH2:12][CH2:13][C:14]([O:16][CH2:17][C:18]1[CH:23]=[CH:22][CH:21]=[CH:20][CH:19]=1)=[O:15])(=[O:10])=[O:9]. The yield is 0.270. (2) The yield is 0.730. The reactants are [NH2:1][C@H:2]1[CH2:7][C@H:6]([C:8]([O:10][CH2:11][CH3:12])=[O:9])[C@@H:5]([N:13]2[CH2:17][CH2:16][C@H:15]([NH:18][C:19]([O:21][CH2:22][C:23]3[CH:28]=[CH:27][CH:26]=[CH:25][CH:24]=3)=[O:20])[C:14]2=[O:29])[CH2:4][CH2:3]1.[CH3:30][C:31]([CH3:33])=O.[BH-](OC(C)=O)(OC(C)=O)O[C:36](C)=O.[Na+].C=O. The product is [CH2:22]([O:21][C:19]([NH:18][C@H:15]1[CH2:16][CH2:17][N:13]([C@H:5]2[CH2:4][CH2:3][C@@H:2]([N:1]([CH:31]([CH3:33])[CH3:30])[CH3:36])[CH2:7][C@@H:6]2[C:8]([O:10][CH2:11][CH3:12])=[O:9])[C:14]1=[O:29])=[O:20])[C:23]1[CH:24]=[CH:25][CH:26]=[CH:27][CH:28]=1. The catalyst is C(Cl)Cl. (3) The reactants are [Cl:1][C:2]1[CH:3]=[C:4]([C@@H:12]([CH2:22][CH:23]2[CH2:27][CH2:26][CH2:25][CH2:24]2)[C:13]([NH:15][C:16]2[CH:20]=[CH:19][N:18]([CH3:21])[N:17]=2)=[O:14])[CH:5]=[CH:6][C:7]=1[S:8]([CH3:11])(=[O:10])=[O:9].C(Cl)(=O)C(Cl)=O.N1C(C)=CC=CC=1C.[Cl:42][C:43]1[CH:55]=[CH:54][C:46](CN2C=CC(N)=N2)=[CH:45][CH:44]=1. The catalyst is C(Cl)Cl. The product is [Cl:42][C:43]1[CH:55]=[CH:54][C:46]([CH2:21][N:18]2[CH:19]=[CH:20][C:16]([NH:15][C:13](=[O:14])[C@@H:12]([C:4]3[CH:5]=[CH:6][C:7]([S:8]([CH3:11])(=[O:10])=[O:9])=[C:2]([Cl:1])[CH:3]=3)[CH2:22][CH:23]3[CH2:24][CH2:25][CH2:26][CH2:27]3)=[N:17]2)=[CH:45][CH:44]=1. The yield is 0.740. (4) The reactants are [Br:1][C:2]1[N:7]=[C:6]2[CH:8]=[CH:9][NH:10][C:5]2=[N:4][CH:3]=1.[I:11]N1C(=O)CCC1=O. The catalyst is CC(C)=O. The product is [Br:1][C:2]1[N:7]=[C:6]2[C:8]([I:11])=[CH:9][NH:10][C:5]2=[N:4][CH:3]=1. The yield is 0.890.